From a dataset of Full USPTO retrosynthesis dataset with 1.9M reactions from patents (1976-2016). Predict the reactants needed to synthesize the given product. (1) Given the product [CH2:1]([N:3]([CH2:4][CH3:5])[C:12]([CH:7]1[CH2:8][CH2:9][CH2:10][CH2:11][CH:6]1[C:15]([OH:14])=[O:16])=[O:13])[CH3:2], predict the reactants needed to synthesize it. The reactants are: [CH2:1]([NH:3][CH2:4][CH3:5])[CH3:2].[C@@H:6]12[C:15](=[O:16])[O:14][C:12](=[O:13])[C@@H:7]1[CH2:8][CH2:9][CH2:10][CH2:11]2. (2) Given the product [CH:1]1([CH2:4][NH:5][C:27]([C:23]2[S:22][C:21]([NH:20][C:12](=[O:19])[C:13]3[CH:14]=[CH:15][CH:16]=[CH:17][CH:18]=3)=[N:25][C:24]=2[CH3:26])=[O:28])[CH2:3][CH2:2]1, predict the reactants needed to synthesize it. The reactants are: [CH:1]1([CH2:4][NH2:5])[CH2:3][CH2:2]1.N1C=CC=CC=1.[C:12]([NH:20][C:21]1[S:22][C:23]([C:27](Cl)=[O:28])=[C:24]([CH3:26])[N:25]=1)(=[O:19])[C:13]1[CH:18]=[CH:17][CH:16]=[CH:15][CH:14]=1. (3) Given the product [F:34][CH:35]([F:52])[O:36][C:37]1[CH:42]=[CH:41][C:40]([C:2]2[C:7]([NH:8][C:9]3[C:18]4[C:13](=[CH:14][C:15]([F:20])=[CH:16][C:17]=4[F:19])[N:12]=[C:11]([C:21]4[CH:26]=[CH:25][CH:24]=[CH:23][N:22]=4)[C:10]=3[CH3:27])=[CH:6][C:5]([N:28]3[CH2:33][CH2:32][O:31][CH2:30][CH2:29]3)=[CH:4][N:3]=2)=[CH:39][CH:38]=1, predict the reactants needed to synthesize it. The reactants are: Cl[C:2]1[C:7]([NH:8][C:9]2[C:18]3[C:13](=[CH:14][C:15]([F:20])=[CH:16][C:17]=3[F:19])[N:12]=[C:11]([C:21]3[CH:26]=[CH:25][CH:24]=[CH:23][N:22]=3)[C:10]=2[CH3:27])=[CH:6][C:5]([N:28]2[CH2:33][CH2:32][O:31][CH2:30][CH2:29]2)=[CH:4][N:3]=1.[F:34][CH:35]([F:52])[O:36][C:37]1[CH:42]=[CH:41][C:40](B2OC(C)(C)C(C)(C)O2)=[CH:39][CH:38]=1.C1(P(C2CCCCC2)C2CCCCC2)CCCCC1.[O-]P([O-])([O-])=O.[K+].[K+].[K+]. (4) Given the product [C:1]([O:5][C:6]([N:8]1[CH2:13][CH2:12][C:11]2[N:14]([CH2:21][C:22]3[CH:23]=[CH:24][C:25]([O:28][CH3:29])=[CH:26][CH:27]=3)[N:15]=[C:16]([CH2:17][CH2:18][CH2:19][CH3:20])[C:10]=2[CH2:9]1)=[O:7])([CH3:2])([CH3:3])[CH3:4], predict the reactants needed to synthesize it. The reactants are: [C:1]([O:5][C:6]([N:8]1[CH2:13][CH2:12][C:11]2[N:14]([CH2:21][C:22]3[CH:27]=[CH:26][C:25]([O:28][CH3:29])=[CH:24][CH:23]=3)[N:15]=[C:16]([CH:17]=[CH:18][CH2:19][CH3:20])[C:10]=2[CH2:9]1)=[O:7])([CH3:4])([CH3:3])[CH3:2]. (5) Given the product [O:59]=[C:55]1[CH2:56][CH2:57][CH2:58][N:54]1[CH2:53][CH2:52][O:1][C:2]1[CH:3]=[C:4]2[C:14](=[O:15])[C:13]3[C:8](=[CH:9][CH:10]=[CH:11][CH:12]=3)[C:5]2=[N:6][CH:7]=1, predict the reactants needed to synthesize it. The reactants are: [OH:1][C:2]1[CH:3]=[C:4]2[C:14](=[O:15])[C:13]3[C:8](=[CH:9][CH:10]=[CH:11][CH:12]=3)[C:5]2=[N:6][CH:7]=1.N(C(OC(C)(C)C)=O)=NC(OC(C)(C)C)=O.C1(P(C2C=CC=CC=2)C2C=CC=CC=2)C=CC=CC=1.O[CH2:52][CH2:53][N:54]1[CH2:58][CH2:57][CH2:56][C:55]1=[O:59]. (6) Given the product [C:3]1(=[CH:1][CH2:2][CH2:11][C:10]([O:12][CH3:13])=[O:14])[CH2:8][CH2:7][CH2:6][CH2:5][CH2:4]1, predict the reactants needed to synthesize it. The reactants are: [CH:1]([C:3]1(O)[CH2:8][CH2:7][CH2:6][CH2:5][CH2:4]1)=[CH2:2].[C:10](OC)([O:14]C)([O:12][CH3:13])[CH3:11]. (7) Given the product [CH3:4][O:3][C:1]([NH:2]/[C:7](=[CH:11]\[CH2:12][PH:13]([CH2:15][OH:16])=[O:14])/[C:8]([OH:10])=[O:9])=[O:5], predict the reactants needed to synthesize it. The reactants are: [C:1](=[O:5])([O:3][CH3:4])[NH2:2].O=[C:7]([CH2:11][CH2:12][PH:13]([CH2:15][OH:16])=[O:14])[C:8]([OH:10])=[O:9].C(O)(=O)C.